From a dataset of Forward reaction prediction with 1.9M reactions from USPTO patents (1976-2016). Predict the product of the given reaction. (1) Given the reactants C(O[C:4]1[CH:5]=[N:6][C:7]([C:10]2[CH:34]=[CH:33][CH:32]=[CH:31][C:11]=2[C:12]([NH:14][C@H:15]2[CH2:19][CH2:18][CH2:17][C@@H:16]2[NH:20][C:21]2C=N[C:24]([C:27]([F:30])([F:29])[F:28])=[CH:23][N:22]=2)=[O:13])=[N:8][CH:9]=1)C.Cl.[F:36][C:37]1C(N[C@H]2CCC[C@@H]2N)=NC=C(C(F)(F)F)[CH:42]=1.N1C=CC=NC=1C1C=CC=CC=1C(O)=O, predict the reaction product. The product is: [F:36][C:37]1[C:21]([NH:20][C@H:16]2[CH2:17][CH2:18][CH2:19][C@@H:15]2[NH:14][C:12](=[O:13])[C:11]2[CH:31]=[CH:32][CH:33]=[CH:34][C:10]=2[C:7]2[N:6]=[CH:5][CH:4]=[CH:9][N:8]=2)=[N:22][CH:23]=[C:24]([C:27]([F:28])([F:30])[F:29])[CH:42]=1. (2) Given the reactants C(NC1C=CC(C2C=C3C(CN([C@@H](C(C)C)C(OC)=O)C3=O)=CC=2)=CC=1)(=O)C1C=CC=CC=1.[NH2:34][C:35]1[CH:40]=[CH:39][C:38]([C:41]2[CH:49]=[C:48]3[C:44]([CH2:45][N:46]([C@@H:51]([CH:56]([CH3:58])[CH3:57])[C:52]([O:54][CH3:55])=[O:53])[C:47]3=[O:50])=[CH:43][CH:42]=2)=[CH:37][CH:36]=1.[F:59][C:60]1[CH:61]=[C:62]([CH:66]=[CH:67][C:68]=1[F:69])[C:63](Cl)=[O:64], predict the reaction product. The product is: [F:59][C:60]1[CH:61]=[C:62]([CH:66]=[CH:67][C:68]=1[F:69])[C:63]([NH:34][C:35]1[CH:36]=[CH:37][C:38]([C:41]2[CH:49]=[C:48]3[C:44]([CH2:45][N:46]([C@@H:51]([CH:56]([CH3:58])[CH3:57])[C:52]([O:54][CH3:55])=[O:53])[C:47]3=[O:50])=[CH:43][CH:42]=2)=[CH:39][CH:40]=1)=[O:64]. (3) Given the reactants C[O:2][C:3](=[O:27])[CH:4]([N:11]1[C:16](=[O:17])[CH:15]=[C:14]([O:18][C:19]2[CH:24]=[CH:23][CH:22]=[CH:21][C:20]=2[C:25]#[N:26])[CH:13]=[N:12]1)[CH2:5][CH:6]1[CH2:10][CH2:9][CH2:8][CH2:7]1.[OH-].[Na+], predict the reaction product. The product is: [C:25]([C:20]1[CH:21]=[CH:22][CH:23]=[CH:24][C:19]=1[O:18][C:14]1[CH:13]=[N:12][N:11]([CH:4]([CH2:5][CH:6]2[CH2:10][CH2:9][CH2:8][CH2:7]2)[C:3]([OH:27])=[O:2])[C:16](=[O:17])[CH:15]=1)#[N:26]. (4) The product is: [Br:15][CH2:14][C:11]1[CH:12]=[CH:13][C:8]([C:5]2[N:6]=[N:7][N:3]([CH2:1][CH3:2])[N:4]=2)=[CH:9][CH:10]=1. Given the reactants [CH2:1]([N:3]1[N:7]=[N:6][C:5]([C:8]2[CH:13]=[CH:12][C:11]([CH3:14])=[CH:10][CH:9]=2)=[N:4]1)[CH3:2].[Br:15]N1C(=O)CCC1=O, predict the reaction product. (5) Given the reactants [CH2:1]([C:3]1[CH:8]=[CH:7][CH:6]=[C:5]([CH2:9][CH3:10])[C:4]=1[C:11]1[N:16]=[C:15]([C:17]#[N:18])[C:14]([CH2:19]O[Si](C)(C)C)=[C:13]([O:25][CH3:26])[CH:12]=1)[CH3:2].C(Br)(Br)(Br)[Br:28].C1(P(C2C=CC=CC=2)C2C=CC=CC=2)C=CC=CC=1.CC(C)=O, predict the reaction product. The product is: [Br:28][CH2:19][C:14]1[C:15]([C:17]#[N:18])=[N:16][C:11]([C:4]2[C:3]([CH2:1][CH3:2])=[CH:8][CH:7]=[CH:6][C:5]=2[CH2:9][CH3:10])=[CH:12][C:13]=1[O:25][CH3:26]. (6) The product is: [CH3:8][C:7]1[C:6]([N+:9]([O-:11])=[O:10])=[CH:5][C:4]2[CH2:21][CH:20]([NH:23][C:24](=[O:30])[O:25][C:26]([CH3:27])([CH3:29])[CH3:28])[CH2:19][CH2:18][C:3]=2[N:2]=1. Given the reactants C[N:2]1[C:7]([CH3:8])=[C:6]([N+:9]([O-:11])=[O:10])[CH:5]=[C:4]([N+]([O-])=O)[C:3]1=O.O=C1C[CH2:21][CH:20]([NH:23][C:24](=[O:30])[O:25][C:26]([CH3:29])([CH3:28])[CH3:27])[CH2:19][CH2:18]1.N, predict the reaction product.